The task is: Regression. Given two drug SMILES strings and cell line genomic features, predict the synergy score measuring deviation from expected non-interaction effect.. This data is from NCI-60 drug combinations with 297,098 pairs across 59 cell lines. (1) Drug 1: C1CCC(C1)C(CC#N)N2C=C(C=N2)C3=C4C=CNC4=NC=N3. Drug 2: CN1C(=O)N2C=NC(=C2N=N1)C(=O)N. Cell line: SK-MEL-28. Synergy scores: CSS=-4.13, Synergy_ZIP=3.08, Synergy_Bliss=3.75, Synergy_Loewe=-1.75, Synergy_HSA=-0.898. (2) Drug 1: CC1CCC2CC(C(=CC=CC=CC(CC(C(=O)C(C(C(=CC(C(=O)CC(OC(=O)C3CCCCN3C(=O)C(=O)C1(O2)O)C(C)CC4CCC(C(C4)OC)O)C)C)O)OC)C)C)C)OC. Drug 2: CC12CCC3C(C1CCC2O)C(CC4=C3C=CC(=C4)O)CCCCCCCCCS(=O)CCCC(C(F)(F)F)(F)F. Cell line: MCF7. Synergy scores: CSS=18.8, Synergy_ZIP=-0.976, Synergy_Bliss=-3.41, Synergy_Loewe=-5.48, Synergy_HSA=-1.55. (3) Drug 1: CC1CCC2CC(C(=CC=CC=CC(CC(C(=O)C(C(C(=CC(C(=O)CC(OC(=O)C3CCCCN3C(=O)C(=O)C1(O2)O)C(C)CC4CCC(C(C4)OC)OCCO)C)C)O)OC)C)C)C)OC. Drug 2: CC12CCC3C(C1CCC2OP(=O)(O)O)CCC4=C3C=CC(=C4)OC(=O)N(CCCl)CCCl.[Na+]. Cell line: PC-3. Synergy scores: CSS=26.7, Synergy_ZIP=16.2, Synergy_Bliss=21.9, Synergy_Loewe=14.6, Synergy_HSA=15.8. (4) Drug 1: C1CC(=O)NC(=O)C1N2CC3=C(C2=O)C=CC=C3N. Drug 2: C1CC(C1)(C(=O)O)C(=O)O.[NH2-].[NH2-].[Pt+2]. Cell line: SF-268. Synergy scores: CSS=26.2, Synergy_ZIP=-0.187, Synergy_Bliss=-0.174, Synergy_Loewe=-9.65, Synergy_HSA=1.60. (5) Drug 1: CS(=O)(=O)C1=CC(=C(C=C1)C(=O)NC2=CC(=C(C=C2)Cl)C3=CC=CC=N3)Cl. Drug 2: CN(CCCl)CCCl.Cl. Cell line: 786-0. Synergy scores: CSS=26.3, Synergy_ZIP=0.515, Synergy_Bliss=9.89, Synergy_Loewe=6.90, Synergy_HSA=11.4. (6) Drug 1: CC1CCC2CC(C(=CC=CC=CC(CC(C(=O)C(C(C(=CC(C(=O)CC(OC(=O)C3CCCCN3C(=O)C(=O)C1(O2)O)C(C)CC4CCC(C(C4)OC)OCCO)C)C)O)OC)C)C)C)OC. Drug 2: CS(=O)(=O)OCCCCOS(=O)(=O)C. Cell line: 786-0. Synergy scores: CSS=10.3, Synergy_ZIP=-3.25, Synergy_Bliss=0.479, Synergy_Loewe=-6.52, Synergy_HSA=-0.770. (7) Drug 1: C1CN1P(=S)(N2CC2)N3CC3. Drug 2: CCC1(C2=C(COC1=O)C(=O)N3CC4=CC5=C(C=CC(=C5CN(C)C)O)N=C4C3=C2)O.Cl. Cell line: U251. Synergy scores: CSS=57.8, Synergy_ZIP=0.0336, Synergy_Bliss=0.383, Synergy_Loewe=0.251, Synergy_HSA=4.58. (8) Cell line: SNB-19. Synergy scores: CSS=-5.51, Synergy_ZIP=3.03, Synergy_Bliss=1.12, Synergy_Loewe=-1.33, Synergy_HSA=-2.31. Drug 2: C(CN)CNCCSP(=O)(O)O. Drug 1: CCCS(=O)(=O)NC1=C(C(=C(C=C1)F)C(=O)C2=CNC3=C2C=C(C=N3)C4=CC=C(C=C4)Cl)F. (9) Drug 1: CC12CCC(CC1=CCC3C2CCC4(C3CC=C4C5=CN=CC=C5)C)O. Drug 2: CC1=C(C=C(C=C1)NC2=NC=CC(=N2)N(C)C3=CC4=NN(C(=C4C=C3)C)C)S(=O)(=O)N.Cl. Cell line: HOP-62. Synergy scores: CSS=17.5, Synergy_ZIP=2.28, Synergy_Bliss=7.53, Synergy_Loewe=6.65, Synergy_HSA=6.74. (10) Drug 1: CCC1=CC2CC(C3=C(CN(C2)C1)C4=CC=CC=C4N3)(C5=C(C=C6C(=C5)C78CCN9C7C(C=CC9)(C(C(C8N6C)(C(=O)OC)O)OC(=O)C)CC)OC)C(=O)OC.C(C(C(=O)O)O)(C(=O)O)O. Drug 2: C1=CC=C(C=C1)NC(=O)CCCCCCC(=O)NO. Cell line: IGROV1. Synergy scores: CSS=44.6, Synergy_ZIP=-2.16, Synergy_Bliss=4.12, Synergy_Loewe=-5.44, Synergy_HSA=5.23.